This data is from Catalyst prediction with 721,799 reactions and 888 catalyst types from USPTO. The task is: Predict which catalyst facilitates the given reaction. (1) Product: [C:1]([O:9][CH2:10][CH2:11][CH2:12][CH2:13][C:22]1[CH:29]=[CH:28][C:27]([CH2:10][CH2:11][CH2:12][CH2:13][O:16][C:15](=[O:18])[C:2]2[CH:7]=[CH:6][CH:5]=[CH:4][CH:3]=2)=[C:24]([C:25]#[N:26])[C:23]=1[C:31]#[N:32])(=[O:8])[C:2]1[CH:7]=[CH:6][CH:5]=[CH:4][CH:3]=1. Reactant: [C:1]([O:9][CH2:10][CH2:11][CH2:12][CH2:13]Cl)(=[O:8])[C:2]1[CH:7]=[CH:6][CH:5]=[CH:4][CH:3]=1.[C:15](=[O:18])([O-])[O-:16].[K+].[K+].O[C:22]1[CH:29]=[CH:28][C:27](O)=[C:24]([C:25]#[N:26])[C:23]=1[C:31]#[N:32].O. The catalyst class is: 174. (2) Reactant: [CH3:1][O:2][C:3](=[O:19])[C:4]1[CH:9]=[C:8](I)[C:7]([C:11]([F:14])([F:13])[F:12])=[CH:6][C:5]=1[NH:15][C:16](=[O:18])[CH3:17].C([Sn](CCCC)(CCCC)[CH:25]=[CH:26][O:27][CH2:28][CH3:29])CCC. Product: [CH3:1][O:2][C:3](=[O:19])[C:4]1[CH:9]=[C:8]([C:26]([O:27][CH2:28][CH3:29])=[CH2:25])[C:7]([C:11]([F:14])([F:13])[F:12])=[CH:6][C:5]=1[NH:15][C:16](=[O:18])[CH3:17]. The catalyst class is: 755. (3) The catalyst class is: 25. Reactant: [Br:1][CH2:2][C:3](Br)=[O:4].[F:6][C:7]1[CH:8]=[C:9]([CH:11]=[CH:12][CH:13]=1)[NH2:10]. Product: [Br:1][CH2:2][C:3]([NH:10][C:9]1[CH:11]=[CH:12][CH:13]=[C:7]([F:6])[CH:8]=1)=[O:4]. (4) Reactant: [C:1]([NH:5][CH:6]1[CH2:11][C:10]2[CH:12]=[CH:13][CH:14]=[C:15]([C:16]([OH:18])=[O:17])[C:9]=2[O:8][B:7]1[OH:19])(=[O:4])[CH2:2][CH3:3]. Product: [CH2:9]([O:17][C:16]([C:15]1[C:9]2[O:8][B:7]([OH:19])[CH:6]([NH:5][C:1](=[O:4])[CH2:2][CH3:3])[CH2:11][C:10]=2[CH:12]=[CH:13][CH:14]=1)=[O:18])[CH:10]([CH3:12])[CH3:11]. The catalyst class is: 619. (5) Reactant: Br[CH2:2][CH2:3][C:4]([O:6][CH2:7][CH2:8][O:9][C:10]1[CH:15]=[CH:14][C:13]([CH2:16][C:17]([C:20]([C:22]([OH:40])([CH2:24][C:25]2[CH:30]=[CH:29][C:28]([O:31][CH2:32][CH2:33][O:34][C:35](=[O:39])[CH2:36][CH2:37]Br)=[CH:27][CH:26]=2)[CH3:23])=[O:21])([OH:19])[CH3:18])=[CH:12][CH:11]=1)=[O:5].C([O-])([O-])=O.[K+].[K+]. Product: [C:4]([O:6][CH2:7][CH2:8][O:9][C:10]1[CH:11]=[CH:12][C:13]([CH2:16][C:17]([C:20]([C:22]([OH:40])([CH2:24][C:25]2[CH:30]=[CH:29][C:28]([O:31][CH2:32][CH2:33][O:34][C:35](=[O:39])[CH:36]=[CH2:37])=[CH:27][CH:26]=2)[CH3:23])=[O:21])([OH:19])[CH3:18])=[CH:14][CH:15]=1)(=[O:5])[CH:3]=[CH2:2]. The catalyst class is: 21. (6) Reactant: [F:1][CH:2]([F:13])[C:3]1[S:4][C:5]2[N:6]=[CH:7][N:8]=[C:9](O)[C:10]=2[N:11]=1.CN(C)C1C=CC=CC=1.P(Cl)(Cl)([Cl:25])=O. Product: [Cl:25][C:9]1[C:10]2[N:11]=[C:3]([CH:2]([F:13])[F:1])[S:4][C:5]=2[N:6]=[CH:7][N:8]=1. The catalyst class is: 11. (7) Reactant: Br[C:2]1[CH:3]=[CH:4][C:5]2[O:14][CH2:13][CH2:12][C:11]3[S:10][C:9]([C:15]4[N:16]([CH:20]([CH3:22])[CH3:21])[N:17]=[CH:18][N:19]=4)=[N:8][C:7]=3[C:6]=2[CH:23]=1.[CH3:24][C:25]1[CH:30]=[CH:29][N:28]=[CH:27][C:26]=1B(O)O. Product: [CH:20]([N:16]1[C:15]([C:9]2[S:10][C:11]3[CH2:12][CH2:13][O:14][C:5]4[CH:4]=[CH:3][C:2]([C:26]5[CH:27]=[N:28][CH:29]=[CH:30][C:25]=5[CH3:24])=[CH:23][C:6]=4[C:7]=3[N:8]=2)=[N:19][CH:18]=[N:17]1)([CH3:22])[CH3:21]. The catalyst class is: 3.